This data is from Reaction yield outcomes from USPTO patents with 853,638 reactions. The task is: Predict the reaction yield, written as a fraction of the theoretical maximum amount of product (1.0 means a 100% yield; for example, 0.34 means a 34% yield). (1) The catalyst is C1COCC1.O. The product is [F:8][C:6]1[CH:5]=[C:4]([CH2:9][C:10]([NH:12][C@H:13]([C:15]([NH:17][C@@H:18]2[C:24](=[O:25])[N:23]([CH2:26][C:27]([OH:29])=[O:28])[C:22]3[CH:31]=[CH:32][CH:33]=[CH:34][C:21]=3[O:20][C@@H:19]2[C:35]2[CH:40]=[CH:39][CH:38]=[CH:37][CH:36]=2)=[O:16])[CH3:14])=[O:11])[CH:3]=[C:2]([F:1])[CH:7]=1. The yield is 0.960. The reactants are [F:1][C:2]1[CH:3]=[C:4]([CH2:9][C:10]([NH:12][C@H:13]([C:15]([NH:17][C@@H:18]2[C:24](=[O:25])[N:23]([CH2:26][C:27]([O:29]C)=[O:28])[C:22]3[CH:31]=[CH:32][CH:33]=[CH:34][C:21]=3[O:20][C@@H:19]2[C:35]2[CH:40]=[CH:39][CH:38]=[CH:37][CH:36]=2)=[O:16])[CH3:14])=[O:11])[CH:5]=[C:6]([F:8])[CH:7]=1.[OH-].[Li+].CO.Cl. (2) The reactants are C(OC(=O)[NH:7][CH:8]1[CH:13]2[CH:9]1[CH2:10][N:11]([C:14](=[O:22])[C:15]1[CH:20]=[CH:19][C:18](I)=[CH:17][CH:16]=1)[CH2:12]2)(C)(C)C.[Cl:24][C:25]1[C:30]([F:31])=[CH:29][CH:28]=[C:27]([Cl:32])[C:26]=1[CH:33]([O:35][C:36]1[C:37]([NH2:51])=[N:38][CH:39]=[C:40](B2OC(C)(C)C(C)(C)O2)[CH:41]=1)[CH3:34].C(Cl)Cl.C([O-])([O-])=O.[Cs+].[Cs+].Cl.O1CCOCC1. The catalyst is COCCOC.C(OCC)(=O)C.C1C=CC(P(C2C=CC=CC=2)[C-]2C=CC=C2)=CC=1.C1C=CC(P(C2C=CC=CC=2)[C-]2C=CC=C2)=CC=1.Cl[Pd]Cl.[Fe+2]. The product is [NH2:7][CH:8]1[CH:9]2[CH:13]1[CH2:12][N:11]([C:14]([C:15]1[CH:16]=[CH:17][C:18]([C:40]3[CH:39]=[N:38][C:37]([NH2:51])=[C:36]([O:35][CH:33]([C:26]4[C:27]([Cl:32])=[CH:28][CH:29]=[C:30]([F:31])[C:25]=4[Cl:24])[CH3:34])[CH:41]=3)=[CH:19][CH:20]=1)=[O:22])[CH2:10]2. The yield is 0.260. (3) The reactants are [CH3:1][N:2]1[CH2:7][CH2:6][C:5]([C:9]2[CH:10]=[C:11]3[C:15](=[CH:16][CH:17]=2)[CH2:14][N:13](C(C2C=CC=CC=2)(C2C=CC=CC=2)C2C=CC=CC=2)[CH2:12]3)([OH:8])[CH2:4][CH2:3]1.[ClH:37]. The catalyst is CO. The product is [ClH:37].[ClH:37].[CH2:14]1[C:15]2[C:11](=[CH:10][C:9]([C:5]3([OH:8])[CH2:6][CH2:7][N:2]([CH3:1])[CH2:3][CH2:4]3)=[CH:17][CH:16]=2)[CH2:12][NH:13]1. The yield is 1.00. (4) The catalyst is [Ni].C(O)C. The reactants are [Br:1][C:2]1[CH:7]=[CH:6][C:5]([O:8][CH3:9])=[C:4]([N+:10]([O-])=O)[CH:3]=1.C(N(CC)CC)C. The yield is 1.04. The product is [Br:1][C:2]1[CH:7]=[CH:6][C:5]([O:8][CH3:9])=[C:4]([CH:3]=1)[NH2:10]. (5) The reactants are [C:1]([O:7][CH2:8][Cl:9])(=[O:6])[C:2](C)([CH3:4])[CH3:3].C(Cl)(=O)C1C=[CH:15][C:14]([O:17][CH3:18])=[CH:13]C=1.C=O. The catalyst is [Cl-].[Zn+2].[Cl-]. The product is [CH3:18][O:17][C:14]1[CH:15]=[CH:4][C:2]([C:1]([O:7][CH2:8][Cl:9])=[O:6])=[CH:3][CH:13]=1. The yield is 0.120. (6) The reactants are [NH2:1][C:2]1[N:7]=[CH:6][N:5]=[C:4]2[N:8]([CH2:13][C:14]3[N:15]([C:26]4[CH:31]=[CH:30][CH:29]=[CH:28][C:27]=4[CH3:32])[C:16](=[O:25])[C:17]4[C:22]([CH:23]=3)=[CH:21][CH:20]=[CH:19][C:18]=4[CH3:24])[N:9]=[C:10]([CH:11]=C)[C:3]=12.I([O-])(=O)(=O)=[O:34].[Na+]. The catalyst is O1CCOCC1.O.[Os](=O)(=O)(=O)=O. The product is [NH2:1][C:2]1[N:7]=[CH:6][N:5]=[C:4]2[N:8]([CH2:13][C:14]3[N:15]([C:26]4[CH:31]=[CH:30][CH:29]=[CH:28][C:27]=4[CH3:32])[C:16](=[O:25])[C:17]4[C:22]([CH:23]=3)=[CH:21][CH:20]=[CH:19][C:18]=4[CH3:24])[N:9]=[C:10]([CH:11]=[O:34])[C:3]=12. The yield is 0.840. (7) The reactants are Br[C:2]1[CH:3]=[N:4][CH:5]=[C:6]([Br:9])[C:7]=1[CH3:8].C[Si](C)(C)[C:12]#[C:13][CH3:14].[F-].C([N+](CCCC)(CCCC)CCCC)CCC. The catalyst is C1(C)C=CC=CC=1.[Cu]I.C1C=CC([P]([Pd]([P](C2C=CC=CC=2)(C2C=CC=CC=2)C2C=CC=CC=2)([P](C2C=CC=CC=2)(C2C=CC=CC=2)C2C=CC=CC=2)[P](C2C=CC=CC=2)(C2C=CC=CC=2)C2C=CC=CC=2)(C2C=CC=CC=2)C2C=CC=CC=2)=CC=1. The product is [Br:9][C:6]1[CH:5]=[N:4][CH:3]=[C:2]([C:12]#[C:13][CH3:14])[C:7]=1[CH3:8]. The yield is 0.160.